Task: Predict the product of the given reaction.. Dataset: Forward reaction prediction with 1.9M reactions from USPTO patents (1976-2016) (1) Given the reactants [Cl:1][C:2]1[CH:7]=[C:6]([S:8]([C:11]2[S:15][C:14]([CH2:16][N:17](C)[C:18](=O)OC(C)(C)C)=[CH:13][C:12]=2[C:26]2[C:27]([F:32])=[N:28][CH:29]=[CH:30][CH:31]=2)(=[O:10])=[O:9])[CH:5]=[CH:4][N:3]=1, predict the reaction product. The product is: [ClH:1].[Cl:1][C:2]1[CH:7]=[C:6]([S:8]([C:11]2[S:15][C:14]([CH2:16][NH:17][CH3:18])=[CH:13][C:12]=2[C:26]2[C:27]([F:32])=[N:28][CH:29]=[CH:30][CH:31]=2)(=[O:9])=[O:10])[CH:5]=[CH:4][N:3]=1. (2) Given the reactants [CH2:1]=[C:2]1[O:6][C:4](=[O:5])[CH2:3]1.[CH3:7][N:8]([CH2:10][CH2:11][CH2:12][OH:13])[CH3:9], predict the reaction product. The product is: [CH3:7][N:8]([CH2:10][CH2:11][CH2:12][O:13][C:4](=[O:5])[CH2:3][C:2]([CH3:1])=[O:6])[CH3:9]. (3) Given the reactants [F:1][C:2]1[CH:3]=[C:4]([CH:22]=[CH:23][C:24]=1[F:25])[CH2:5][O:6][C:7]1[CH:20]=[C:11]2[N:12]([CH2:16][C:17](O)=[O:18])[CH2:13][CH2:14][CH2:15][N:10]2[C:9](=[O:21])[N:8]=1.[CH3:26][N:27]1[CH2:32][CH2:31][NH:30][CH2:29][CH2:28]1, predict the reaction product. The product is: [F:1][C:2]1[CH:3]=[C:4]([CH:22]=[CH:23][C:24]=1[F:25])[CH2:5][O:6][C:7]1[CH:20]=[C:11]2[N:12]([CH2:16][C:17]([N:30]3[CH2:31][CH2:32][N:27]([CH3:26])[CH2:28][CH2:29]3)=[O:18])[CH2:13][CH2:14][CH2:15][N:10]2[C:9](=[O:21])[N:8]=1. (4) Given the reactants [BH4-].[Na+].[Cl-].[Ca+2].[Cl-].[Cl:6][C:7]1[N:17]=[CH:16][C:15]([CH2:18][N:19]2[C:23]([CH:24]3[CH2:26][CH2:25]3)=[CH:22][C:21]([C:27]3[CH:32]=[CH:31][C:30]([C:33]#[N:34])=[CH:29][CH:28]=3)=[C:20]2[CH3:35])=[CH:14][C:8]=1[C:9](OCC)=[O:10].ClC1N=CC(CC2C(C3C=CC(C#N)=CC=3)=C(C)NC=2C2CC2)=CC=1C(OCC)=O, predict the reaction product. The product is: [Cl:6][C:7]1[N:17]=[CH:16][C:15]([CH2:18][N:19]2[C:23]([CH:24]3[CH2:26][CH2:25]3)=[CH:22][C:21]([C:27]3[CH:32]=[CH:31][C:30]([C:33]#[N:34])=[CH:29][CH:28]=3)=[C:20]2[CH3:35])=[CH:14][C:8]=1[CH2:9][OH:10]. (5) Given the reactants [Si]([O:8][CH2:9][CH2:10][C@H:11]([NH:21][S@@](C(C)(C)C)=O)[C:12]1[CH:17]=[CH:16][C:15]([S:18][CH2:19][CH3:20])=[CH:14][N:13]=1)(C(C)(C)C)(C)C.Cl.O1CCOCC1, predict the reaction product. The product is: [NH2:21][C@H:11]([C:12]1[CH:17]=[CH:16][C:15]([S:18][CH2:19][CH3:20])=[CH:14][N:13]=1)[CH2:10][CH2:9][OH:8]. (6) Given the reactants [CH3:1][S:2]([C:5]1[CH:14]=[CH:13][C:12]2[C:7](=[CH:8][CH:9]=[C:10]([O:15][CH3:16])[CH:11]=2)[N:6]=1)(=[O:4])=[O:3].[Br:17]Br.C([O-])(O)=O.[Na+].S([O-])([O-])(=O)=S.[Na+].[Na+], predict the reaction product. The product is: [Br:17][C:11]1[C:10]([O:15][CH3:16])=[CH:9][CH:8]=[C:7]2[C:12]=1[CH:13]=[CH:14][C:5]([S:2]([CH3:1])(=[O:4])=[O:3])=[N:6]2. (7) Given the reactants [CH2:1]([N:3]([OH:34])/[C:4](=[N:32]\[H])/[C:5](=[N:12]\[O:13][CH2:14][C:15]1[N:16]=[C:17]([NH:20]C(=O)OCCC2C=CC=CC=2)[S:18][CH:19]=1)/[C:6]1[CH:11]=[CH:10][CH:9]=[CH:8][CH:7]=1)[CH3:2].[C:35](N1C=CN=C1)(N1C=CN=C1)=[O:36], predict the reaction product. The product is: [NH2:20][C:17]1[S:18][CH:19]=[C:15]([CH2:14][O:13]/[N:12]=[C:5](/[C:6]2[CH:7]=[CH:8][CH:9]=[CH:10][CH:11]=2)\[C:4]2[N:3]([CH2:1][CH3:2])[O:34][C:35](=[O:36])[N:32]=2)[N:16]=1. (8) The product is: [Br:1][C:2]1[CH:3]=[C:4]([NH:23][CH2:24][C:25]2[NH:26][C:27]([CH3:28])=[N:33][CH:30]=2)[CH:5]=[C:6]2[C:11]=1[N:10]=[CH:9][C:8]([C:12]#[N:13])=[C:7]2[NH:14][C:15]1[CH:20]=[CH:19][C:18]([F:21])=[C:17]([Cl:22])[CH:16]=1. Given the reactants [Br:1][C:2]1[CH:3]=[C:4]([NH:23][CH2:24][C:25]2[CH:30]=C[CH:28]=[CH:27][N:26]=2)[CH:5]=[C:6]2[C:11]=1[N:10]=[CH:9][C:8]([C:12]#[N:13])=[C:7]2[NH:14][C:15]1[CH:20]=[CH:19][C:18]([F:21])=[C:17]([Cl:22])[CH:16]=1.CC1[NH:33]C(C=O)=CN=1.[BH3-]C#N.[Na+], predict the reaction product. (9) Given the reactants Cl[C:2]1[C:11]2[C:6](=[CH:7][CH:8]=[CH:9][CH:10]=2)[N:5]=[CH:4][C:3]=1[N+:12]([O-:14])=[O:13].C(N(CC)CC)C.[NH2:22][CH2:23][C:24]1([OH:28])[CH2:27][CH2:26][CH2:25]1, predict the reaction product. The product is: [N+:12]([C:3]1[CH:4]=[N:5][C:6]2[C:11]([C:2]=1[NH:22][CH2:23][C:24]1([OH:28])[CH2:27][CH2:26][CH2:25]1)=[CH:10][CH:9]=[CH:8][CH:7]=2)([O-:14])=[O:13].